This data is from Catalyst prediction with 721,799 reactions and 888 catalyst types from USPTO. The task is: Predict which catalyst facilitates the given reaction. (1) The catalyst class is: 6. Product: [Cl:6][C:7]1[CH:8]=[C:9]([C:15]2[CH:19]=[CH:18][N:17]([CH2:20][C@@H:21]([NH:23][C:24]([C:26]3[N:27]=[C:28]([CH2:31][OH:32])[S:29][CH:30]=3)=[O:25])[CH3:22])[N:16]=2)[CH:10]=[CH:11][C:12]=1[C:13]#[N:14]. Reactant: [BH4-].[Na+].C(O)C.[Cl:6][C:7]1[CH:8]=[C:9]([C:15]2[CH:19]=[CH:18][N:17]([CH2:20][C@@H:21]([NH:23][C:24]([C:26]3[N:27]=[C:28]([C:31](OCC)=[O:32])[S:29][CH:30]=3)=[O:25])[CH3:22])[N:16]=2)[CH:10]=[CH:11][C:12]=1[C:13]#[N:14]. (2) Reactant: [Cl:1][C:2]1[CH:7]=[C:6]([Cl:8])[CH:5]=[CH:4][C:3]=1[C:9]1([C:27]2[CH:32]=[CH:31][C:30]([F:33])=[CH:29][CH:28]=2)[O:13][C:12]2[CH:14]=[C:15]([F:26])[C:16]([C:18]([N:20]3[CH2:25][CH2:24][O:23][CH2:22][CH2:21]3)=O)=[CH:17][C:11]=2[O:10]1.COC1C=CC(P2(SP(C3C=CC(OC)=CC=3)(=S)S2)=[S:43])=CC=1. Product: [Cl:1][C:2]1[CH:7]=[C:6]([Cl:8])[CH:5]=[CH:4][C:3]=1[C:9]1([C:27]2[CH:32]=[CH:31][C:30]([F:33])=[CH:29][CH:28]=2)[O:13][C:12]2[CH:14]=[C:15]([F:26])[C:16]([C:18]([N:20]3[CH2:25][CH2:24][O:23][CH2:22][CH2:21]3)=[S:43])=[CH:17][C:11]=2[O:10]1. The catalyst class is: 48. (3) Reactant: CN1CCOCC1.[Br:8][C:9]1[CH:18]=[CH:17][C:12]([C:13]([NH:15][NH2:16])=[O:14])=[CH:11][CH:10]=1.[Cl:19][CH2:20][C:21](Cl)=[O:22]. Product: [Br:8][C:9]1[CH:18]=[CH:17][C:12]([C:13]([NH:15][NH:16][C:21](=[O:22])[CH2:20][Cl:19])=[O:14])=[CH:11][CH:10]=1. The catalyst class is: 4. (4) Reactant: [F:1][C:2]([F:29])([F:28])[C:3]1[C:11]2[CH2:10][CH2:9][CH2:8][CH2:7][C:6]=2[N:5]([CH2:12][C:13]([NH:15][C:16]2[S:20][C:19]3[CH2:21][CH2:22][CH2:23][CH2:24][C:18]=3[C:17]=2[C:25]([OH:27])=O)=[O:14])[N:4]=1.F[P-](F)(F)(F)(F)F.N1(OC(N(C)C)=[N+](C)C)[C:41]2[N:42]=[CH:43]C=C[C:40]=2[N:39]=N1.C([O:58][C:59](=[O:65])N(CCN)C)(C)(C)C.C(N(CC)C(C)C)(C)C. Product: [CH3:43][NH:42][CH2:41][CH2:40][NH:39][C:25]([C:17]1[C:18]2[CH2:24][CH2:23][CH2:22][CH2:21][C:19]=2[S:20][C:16]=1[NH:15][C:13](=[O:14])[CH2:12][N:5]1[C:6]2[CH2:7][CH2:8][CH2:9][CH2:10][C:11]=2[C:3]([C:2]([F:28])([F:1])[F:29])=[N:4]1)=[O:27].[C:59]([OH:58])([C:2]([F:29])([F:28])[F:1])=[O:65]. The catalyst class is: 59.